Dataset: Forward reaction prediction with 1.9M reactions from USPTO patents (1976-2016). Task: Predict the product of the given reaction. The product is: [Br:12][C:10]1[N:11]=[C:6]([C:4]([NH:24][CH2:25][C:26]([OH:28])=[O:27])=[O:5])[C:7]([OH:23])=[C:8]2[C:15]([C:16]3[CH:17]=[CH:18][C:19]([F:22])=[CH:20][CH:21]=3)=[N:14][S:13][C:9]=12. Given the reactants C(O[C:4]([C:6]1[C:7]([OH:23])=[C:8]2[C:15]([C:16]3[CH:21]=[CH:20][C:19]([F:22])=[CH:18][CH:17]=3)=[N:14][S:13][C:9]2=[C:10]([Br:12])[N:11]=1)=[O:5])C.[NH2:24][CH2:25][C:26]([OH:28])=[O:27], predict the reaction product.